Dataset: Catalyst prediction with 721,799 reactions and 888 catalyst types from USPTO. Task: Predict which catalyst facilitates the given reaction. Reactant: [OH:1][C@@H:2]1[CH2:7][CH2:6][O:5][C:3]1=[O:4].[S:8](Cl)([C:11]1[CH:17]=[CH:16][C:14]([CH3:15])=[CH:13][CH:12]=1)(=[O:10])=[O:9].C([O-])([O-])=O.[K+].[K+]. Product: [S:8]([O:1][C@@H:2]1[CH2:7][CH2:6][O:5][C:3]1=[O:4])([C:11]1[CH:17]=[CH:16][C:14]([CH3:15])=[CH:13][CH:12]=1)(=[O:10])=[O:9]. The catalyst class is: 2.